Dataset: Forward reaction prediction with 1.9M reactions from USPTO patents (1976-2016). Task: Predict the product of the given reaction. (1) Given the reactants [NH2:1][C:2]1[C:7]([NH2:8])=[C:6]([C:9]2[CH:14]=[CH:13][C:12]([CH2:15][NH:16][C:17](=[O:23])OC(C)(C)C)=[C:11]([F:24])[CH:10]=2)[CH:5]=[CH:4][N:3]=1.[O:25]=[C:26]1[C:34]2[C:29](=[CH:30][CH:31]=[CH:32][CH:33]=2)[C:28](=[O:35])[N:27]1[CH2:36][CH2:37][N:38]1[CH:42]=[C:41]([CH:43]=O)[CH:40]=[N:39]1.[C:45]([C:49]1[O:53][N:52]=[C:51](C(OCC)=O)[N:50]=1)([CH3:48])([CH3:47])[CH3:46], predict the reaction product. The product is: [C:45]([C:49]1[O:53][N:52]=[C:51]([C:17]([NH:16][CH2:15][C:12]2[CH:13]=[CH:14][C:9]([C:6]3[CH:5]=[CH:4][N:3]=[C:2]4[NH:1][C:43]([C:41]5[CH:40]=[N:39][N:38]([CH2:37][CH2:36][N:27]6[C:28](=[O:35])[C:29]7[C:34](=[CH:33][CH:32]=[CH:31][CH:30]=7)[C:26]6=[O:25])[CH:42]=5)=[N:8][C:7]=34)=[CH:10][C:11]=2[F:24])=[O:23])[N:50]=1)([CH3:48])([CH3:47])[CH3:46]. (2) Given the reactants Cl[C:2]1[N:7]=[C:6]([NH:8][CH3:9])[CH:5]=[C:4]([Cl:10])[N:3]=1.[NH2:11][C@@H:12]1[CH2:17][CH2:16][C@H:15]([C:18]([NH:20][CH2:21][C:22]2[CH:27]=[CH:26][CH:25]=[CH:24][C:23]=2[C:28]([F:31])([F:30])[F:29])=[O:19])[CH2:14][CH2:13]1.FC(F)(F)C([O-])=O.[OH-].[Na+], predict the reaction product. The product is: [Cl:10][C:4]1[CH:5]=[C:6]([NH:8][CH3:9])[N:7]=[C:2]([NH:11][C@@H:12]2[CH2:13][CH2:14][C@H:15]([C:18]([NH:20][CH2:21][C:22]3[CH:27]=[CH:26][CH:25]=[CH:24][C:23]=3[C:28]([F:29])([F:30])[F:31])=[O:19])[CH2:16][CH2:17]2)[N:3]=1. (3) Given the reactants C(=O)([O-])O.[Na+:5].[C:6]([C:8]1[CH:13]=[CH:12][C:11]([S:14](Cl)(=[O:16])=[O:15])=[CH:10][CH:9]=1)#[N:7], predict the reaction product. The product is: [C:6]([C:8]1[CH:9]=[CH:10][C:11]([S:14]([O-:16])=[O:15])=[CH:12][CH:13]=1)#[N:7].[Na+:5].